From a dataset of Forward reaction prediction with 1.9M reactions from USPTO patents (1976-2016). Predict the product of the given reaction. (1) Given the reactants OC(C(F)(F)F)=O.[NH:8]1[CH2:11][CH:10]([NH:12][C:13](=[O:29])[CH2:14][NH:15][C:16]2[C:20]3[CH:21]=[C:22]([C:25]([F:28])([F:27])[F:26])[CH:23]=[CH:24][C:19]=3[O:18][N:17]=2)[CH2:9]1.[CH2:30]([CH:33]1[CH2:38][CH2:37][C:36](=O)[CH2:35][CH2:34]1)[CH2:31][CH3:32], predict the reaction product. The product is: [CH2:30]([CH:33]1[CH2:38][CH2:37][CH:36]([N:8]2[CH2:11][CH:10]([NH:12][C:13](=[O:29])[CH2:14][NH:15][C:16]3[C:20]4[CH:21]=[C:22]([C:25]([F:27])([F:26])[F:28])[CH:23]=[CH:24][C:19]=4[O:18][N:17]=3)[CH2:9]2)[CH2:35][CH2:34]1)[CH2:31][CH3:32]. (2) Given the reactants [N:1]([CH2:4][C@@H:5]([O:12][C:13]1[CH:20]=[C:19]([Cl:21])[C:18]([F:22])=[CH:17][C:14]=1[C:15]#[N:16])[C:6]1[CH:11]=[CH:10][CH:9]=[CH:8][CH:7]=1)=[N+]=[N-].C1(P(C2C=CC=CC=2)C2C=CC=CC=2)C=CC=CC=1.O.[C:43]([OH:50])(=[O:49])/[CH:44]=[CH:45]/[C:46]([OH:48])=[O:47], predict the reaction product. The product is: [C:43]([OH:50])(=[O:49])/[CH:44]=[CH:45]/[C:46]([OH:48])=[O:47].[NH2:1][CH2:4][C@@H:5]([O:12][C:13]1[CH:20]=[C:19]([Cl:21])[C:18]([F:22])=[CH:17][C:14]=1[C:15]#[N:16])[C:6]1[CH:11]=[CH:10][CH:9]=[CH:8][CH:7]=1. (3) Given the reactants [CH2:1]([O:3][C:4]1[C:8]([CH2:9][CH2:10][CH2:11][OH:12])=[CH:7][N:6]([C:13]2[CH:18]=[CH:17][C:16]([C:19]([F:22])([F:21])[F:20])=[CH:15][N:14]=2)[N:5]=1)[CH3:2].O[C:24]1[CH:25]=[C:26]([CH:35]=[CH:36][CH:37]=1)[O:27][C:28]([CH3:34])([CH3:33])[C:29]([O:31]C)=[O:30].C(P(CCCC)CCCC)CCC.N(C(N1CCCCC1)=O)=NC(N1CCCCC1)=O, predict the reaction product. The product is: [CH2:1]([O:3][C:4]1[C:8]([CH2:9][CH2:10][CH2:11][O:12][C:24]2[CH:25]=[C:26]([CH:35]=[CH:36][CH:37]=2)[O:27][C:28]([CH3:34])([CH3:33])[C:29]([OH:31])=[O:30])=[CH:7][N:6]([C:13]2[CH:18]=[CH:17][C:16]([C:19]([F:21])([F:20])[F:22])=[CH:15][N:14]=2)[N:5]=1)[CH3:2]. (4) Given the reactants [O:1]=[S:2]1(=[O:17])[N:7]([C:8]2[CH:16]=[CH:15][C:11]([C:12]([OH:14])=O)=[CH:10][CH:9]=2)[CH2:6][CH2:5][O:4][CH2:3]1.[Cl:18][C:19]1[CH:25]=[CH:24][C:22]([NH2:23])=[CH:21][C:20]=1[C:26]1[N:35]=[CH:34][CH:33]=[C:32]2[C:27]=1[CH:28]=[CH:29][CH:30]=[N:31]2.CN(C(ON1N=NC2C=CC=NC1=2)=[N+](C)C)C.F[P-](F)(F)(F)(F)F.CCN(C(C)C)C(C)C, predict the reaction product. The product is: [Cl:18][C:19]1[CH:25]=[CH:24][C:22]([NH:23][C:12](=[O:14])[C:11]2[CH:10]=[CH:9][C:8]([N:7]3[CH2:6][CH2:5][O:4][CH2:3][S:2]3(=[O:1])=[O:17])=[CH:16][CH:15]=2)=[CH:21][C:20]=1[C:26]1[N:35]=[CH:34][CH:33]=[C:32]2[C:27]=1[CH:28]=[CH:29][CH:30]=[N:31]2. (5) The product is: [CH2:13]([N:20]1[CH2:26][CH2:25][CH2:24][CH2:23][C@H:22]([NH:27][C:28]([N:7]2[CH2:6][CH2:5][C@@H:4]3[C@H:8]2[C:2](=[O:1])[N:3]3[S:9]([OH:12])(=[O:11])=[O:10])=[O:29])[CH2:21]1)[C:14]1[CH:15]=[CH:16][CH:17]=[CH:18][CH:19]=1. Given the reactants [O:1]=[C:2]1[C@@H:8]2[C@@H:4]([CH2:5][CH2:6][NH:7]2)[N:3]1[S:9]([OH:12])(=[O:11])=[O:10].[CH2:13]([N:20]1[CH2:26][CH2:25][CH2:24][CH2:23][C@H:22]([NH:27][C:28](ON2C(=O)CCC2=O)=[O:29])[CH2:21]1)[C:14]1[CH:19]=[CH:18][CH:17]=[CH:16][CH:15]=1.C(=O)(O)[O-].[Na+], predict the reaction product. (6) Given the reactants [C:1]([O:5][C:6]([N:8]1[CH2:13][CH2:12][C:11]([C:15]2[CH:20]=[CH:19][CH:18]=[C:17]([CH2:21][NH2:22])[CH:16]=2)([OH:14])[CH2:10][CH2:9]1)=[O:7])([CH3:4])([CH3:3])[CH3:2].C(Cl)Cl.C(=O)([O-])[O-].[K+].[K+].[CH2:32]([O:39][C:40](Cl)=[O:41])[C:33]1[CH:38]=[CH:37][CH:36]=[CH:35][CH:34]=1, predict the reaction product. The product is: [C:1]([O:5][C:6]([N:8]1[CH2:9][CH2:10][C:11]([C:15]2[CH:20]=[CH:19][CH:18]=[C:17]([CH2:21][NH:22][C:40]([O:39][CH2:32][C:33]3[CH:38]=[CH:37][CH:36]=[CH:35][CH:34]=3)=[O:41])[CH:16]=2)([OH:14])[CH2:12][CH2:13]1)=[O:7])([CH3:4])([CH3:2])[CH3:3]. (7) The product is: [C:1]([CH2:3][CH2:4][CH:5]([C:13]([NH:15][S:16](/[CH:19]=[CH:20]/[C:21]1[CH:22]=[CH:23][CH:24]=[CH:25][CH:26]=1)(=[O:17])=[O:18])=[O:14])[C:6]([N:32]([C:31]1[CH:36]=[CH:37][C:28]([F:27])=[CH:29][CH:30]=1)[CH:33]([CH3:35])[CH3:34])=[O:7])#[N:2]. Given the reactants [C:1]([CH2:3][CH2:4][CH:5]([C:13]([NH:15][S:16](/[CH:19]=[CH:20]/[C:21]1[CH:26]=[CH:25][CH:24]=[CH:23][CH:22]=1)(=[O:18])=[O:17])=[O:14])[C:6](N(CC)CC)=[O:7])#[N:2].[F:27][C:28]1[CH:37]=[CH:36][C:31]([NH:32][CH:33]([CH3:35])[CH3:34])=[CH:30][CH:29]=1, predict the reaction product. (8) The product is: [F:55][C:52]([F:53])([F:54])[C:44]1[CH:43]=[C:42]([CH:47]=[C:46]([C:48]([F:49])([F:50])[F:51])[CH:45]=1)[CH2:41][N:28]([CH2:27][C:26]1[C:21]([N:17]2[CH2:18][CH2:19][CH2:20][C@@H:16]2[C@H:13]2[CH2:12][CH2:11][C@H:10]([CH2:9][OH:8])[CH2:15][CH2:14]2)=[N:22][CH:23]=[C:24]([C:56]([F:57])([F:58])[F:59])[CH:25]=1)[C:29]1[N:34]=[CH:33][C:32]([N:35]2[CH2:36][CH2:37][O:38][CH2:39][CH2:40]2)=[CH:31][N:30]=1. Given the reactants C([O:8][CH2:9][C@H:10]1[CH2:15][CH2:14][C@H:13]([C@H:16]2[CH2:20][CH2:19][CH2:18][N:17]2[C:21]2[C:26]([CH2:27][N:28]([CH2:41][C:42]3[CH:47]=[C:46]([C:48]([F:51])([F:50])[F:49])[CH:45]=[C:44]([C:52]([F:55])([F:54])[F:53])[CH:43]=3)[C:29]3[N:34]=[CH:33][C:32]([N:35]4[CH2:40][CH2:39][O:38][CH2:37][CH2:36]4)=[CH:31][N:30]=3)=[CH:25][C:24]([C:56]([F:59])([F:58])[F:57])=[CH:23][N:22]=2)[CH2:12][CH2:11]1)C1C=CC=CC=1.B(Br)(Br)Br, predict the reaction product. (9) Given the reactants [F:1][C:2]1[C:7]([F:8])=[CH:6][CH:5]=[CH:4][C:3]=1[C:9]1[N:17]=[C:12]2[CH:13]=[N:14][NH:15][CH:16]=[C:11]2[N:10]=1.Cl[CH2:19][C:20]1[O:24][N:23]=[C:22]([C:25]2[CH:41]=[CH:40][C:28]([O:29][CH2:30][C:31]3[CH:39]=[CH:38][C:34]([C:35]([OH:37])=[O:36])=[CH:33][CH:32]=3)=[CH:27][CH:26]=2)[CH:21]=1, predict the reaction product. The product is: [F:1][C:2]1[C:7]([F:8])=[CH:6][CH:5]=[CH:4][C:3]=1[C:9]1[N:17]=[C:12]2[CH:13]=[N:14][N:15]([CH2:19][C:20]3[O:24][N:23]=[C:22]([C:25]4[CH:41]=[CH:40][C:28]([O:29][CH2:30][C:31]5[CH:39]=[CH:38][C:34]([C:35]([OH:37])=[O:36])=[CH:33][CH:32]=5)=[CH:27][CH:26]=4)[CH:21]=3)[CH:16]=[C:11]2[N:10]=1. (10) Given the reactants [C:1]([C:3]1[CH:10]=[CH:9][C:6]([CH:7]=O)=[CH:5][CH:4]=1)#[CH:2].Cl.CN.[C:14]([BH3-])#[N:15].[Na+].[OH-].[Na+], predict the reaction product. The product is: [CH3:14][NH:15][CH2:7][C:6]1[CH:9]=[CH:10][C:3]([C:1]#[CH:2])=[CH:4][CH:5]=1.